The task is: Predict which catalyst facilitates the given reaction.. This data is from Catalyst prediction with 721,799 reactions and 888 catalyst types from USPTO. (1) Reactant: C[O:2][C:3](=[O:34])[C:4]1[CH:9]=[C:8]([CH2:10][NH2:11])[CH:7]=[CH:6][C:5]=1[NH:12][C:13]1[CH:18]=[C:17]([C:19]([F:22])([F:21])[F:20])[CH:16]=[CH:15][C:14]=1[O:23][C:24]1[CH:29]=[CH:28][CH:27]=[CH:26][C:25]=1[C:30]([O:32]C)=[O:31].[OH-].[Na+].[ClH:37]. Product: [ClH:37].[NH2:11][CH2:10][C:8]1[CH:7]=[CH:6][C:5]([NH:12][C:13]2[CH:18]=[C:17]([C:19]([F:22])([F:20])[F:21])[CH:16]=[CH:15][C:14]=2[O:23][C:24]2[CH:29]=[CH:28][CH:27]=[CH:26][C:25]=2[C:30]([OH:32])=[O:31])=[C:4]([CH:9]=1)[C:3]([OH:34])=[O:2]. The catalyst class is: 92. (2) Reactant: [CH:1]([N:4]([CH:15]([CH3:17])[CH3:16])[CH2:5][CH2:6][NH:7][C:8](N1C=CN=C1)=[O:9])([CH3:3])[CH3:2].[NH2:18][CH2:19][C:20]1[N:28]=[C:27]2[C:23]([N:24]=[CH:25][N:26]2[C@H:29]2[C@H:33]([OH:34])[C@H:32]([OH:35])[C@@H:31]([CH2:36][OH:37])[O:30]2)=[C:22]([NH:38][CH2:39][CH:40]([C:47]2[CH:52]=[CH:51][CH:50]=[CH:49][CH:48]=2)[C:41]2[CH:46]=[CH:45][CH:44]=[CH:43][CH:42]=2)[N:21]=1.C1(C)C=CC=CC=1.C(O)(C)C. Product: [OH:34][C@@H:33]1[C@H:32]([OH:35])[C@@H:31]([CH2:36][OH:37])[O:30][C@H:29]1[N:26]1[CH:25]=[N:24][C:23]2[C:27]1=[N:28][C:20]([CH2:19][NH:18][C:8]([NH:7][CH2:6][CH2:5][N:4]([CH:15]([CH3:17])[CH3:16])[CH:1]([CH3:2])[CH3:3])=[O:9])=[N:21][C:22]=2[NH:38][CH2:39][CH:40]([C:47]1[CH:52]=[CH:51][CH:50]=[CH:49][CH:48]=1)[C:41]1[CH:42]=[CH:43][CH:44]=[CH:45][CH:46]=1. The catalyst class is: 4. (3) Reactant: [C:1]([O:5][C:6]([NH:8][C@H:9]([C:15](=[O:21])[N:16]1[CH2:20][CH2:19][CH2:18][CH2:17]1)[C@H:10]([CH3:14])[C:11]([OH:13])=O)=[O:7])([CH3:4])([CH3:3])[CH3:2].C(N1C=CN=C1)(N1C=CN=C1)=O.[Cl:34][C:35]1[CH:40]=[C:39]([NH:41][S:42]([CH3:45])(=[O:44])=[O:43])[CH:38]=[CH:37][C:36]=1[C:46](=[N:48]O)[NH2:47]. Product: [C:1]([O:5][C:6]([NH:8][C@@H:9]([C@@H:10]([C:11]1[O:13][N:48]=[C:46]([C:36]2[CH:37]=[CH:38][C:39]([NH:41][S:42]([CH3:45])(=[O:44])=[O:43])=[CH:40][C:35]=2[Cl:34])[N:47]=1)[CH3:14])[C:15]([N:16]1[CH2:20][CH2:19][CH2:18][CH2:17]1)=[O:21])=[O:7])([CH3:2])([CH3:3])[CH3:4]. The catalyst class is: 4. (4) The catalyst class is: 23. Product: [Br:11][C:5]1[CH:6]=[CH:7][C:8]([NH2:10])=[N:9][C:4]=1[N+:1]([O-:3])=[O:2]. Reactant: [N+:1]([C:4]1[N:9]=[C:8]([NH2:10])[CH:7]=[CH:6][CH:5]=1)([O-:3])=[O:2].[Br:11]NC(=O)CCC(N)=O. (5) Reactant: [CH3:1][CH2:2]N=C=NCCCN(C)C.C1C=CC2N(O)N=NC=2C=1.C(N(CC)CC)C.[CH3:29][N:30]1[C:38]2[CH:37]=[CH:36][C:35]([CH3:39])=[C:34]([C:40]([OH:42])=O)[C:33]=2[CH:32]=[CH:31]1.[C:43]1(C)[CH:48]=[CH:47][C:46]([NH:49][CH:50]2[CH2:58][C:57]3[C:52](=[CH:53][CH:54]=[CH:55][CH:56]=3)[CH2:51]2)=[CH:45][CH:44]=1. Product: [CH2:58]1[C:57]2[C:52](=[CH:53][CH:54]=[CH:55][CH:56]=2)[CH2:51][CH:50]1[N:49]([CH2:46][C:45]1[CH:44]=[CH:43][C:48]([CH3:47])=[CH:2][CH:1]=1)[C:40]([C:34]1[C:33]2[CH:32]=[CH:31][N:30]([CH3:29])[C:38]=2[CH:37]=[CH:36][C:35]=1[CH3:39])=[O:42]. The catalyst class is: 417. (6) Reactant: [CH3:1][C:2]1[C:6]([C:7]([NH:9][N:10]2[CH2:15][CH2:14][CH2:13][CH2:12][CH2:11]2)=[O:8])=[N:5][N:4]([C:16]2[CH:17]=[CH:18][C:19]([Cl:23])=[CH:20][C:21]=2[Cl:22])[C:3]=1[C:24]1[CH:25]=[CH:26][C:27]([Cl:30])=[CH:28][CH:29]=1.O.CO. Product: [CH3:1][C:2]1[C:6]([C:7]([NH:9][N:10]2[CH2:11][CH2:12][CH2:13][CH2:14][CH2:15]2)=[O:8])=[N:5][N:4]([C:16]2[CH:17]=[CH:18][C:19]([Cl:23])=[CH:20][C:21]=2[Cl:22])[C:3]=1[C:24]1[CH:25]=[CH:26][C:27]([Cl:30])=[CH:28][CH:29]=1.[ClH:22]. The catalyst class is: 33. (7) Reactant: [CH2:1]1[C:14]2[C:13]3[CH:12]=[CH:11][CH:10]=[CH:9][C:8]=3[NH:7][C:6]=2[C:5]([C:15]([O:17][CH:18]([CH3:20])[CH3:19])=[O:16])=[CH:4][NH:3][CH2:2]1.[C:21](Cl)(=[O:28])[C:22]1[CH:27]=[CH:26][CH:25]=[CH:24][CH:23]=1.C(O)C(N)(CO)CO. Product: [C:21]([N:3]1[CH2:2][CH2:1][C:14]2[C:13]3[CH:12]=[CH:11][CH:10]=[CH:9][C:8]=3[NH:7][C:6]=2[C:5]([C:15]([O:17][CH:18]([CH3:20])[CH3:19])=[O:16])=[CH:4]1)(=[O:28])[C:22]1[CH:27]=[CH:26][CH:25]=[CH:24][CH:23]=1. The catalyst class is: 2.